Dataset: Forward reaction prediction with 1.9M reactions from USPTO patents (1976-2016). Task: Predict the product of the given reaction. (1) Given the reactants [CH:1]([O:4][C:5]1[C:10]([NH:11][C:12]2[C:13]3[C:20]([CH3:21])=[C:19]([C:22]([O:24]C)=[O:23])[S:18][C:14]=3[N:15]=[CH:16][N:17]=2)=[CH:9][CH:8]=[CH:7][N:6]=1)([CH3:3])[CH3:2].[OH-].[Na+].Cl, predict the reaction product. The product is: [CH:1]([O:4][C:5]1[C:10]([NH:11][C:12]2[C:13]3[C:20]([CH3:21])=[C:19]([C:22]([OH:24])=[O:23])[S:18][C:14]=3[N:15]=[CH:16][N:17]=2)=[CH:9][CH:8]=[CH:7][N:6]=1)([CH3:3])[CH3:2]. (2) Given the reactants [CH:1]1([C:6]([O-:8])=[O:7])[CH2:5][CH2:4][CH2:3][CH2:2]1.OS(O)(=O)=O.C([O-])(O)=O.[Na+].[CH3:19][CH2:20]O, predict the reaction product. The product is: [CH:1]1([C:6]([O:8][CH2:19][CH3:20])=[O:7])[CH2:5][CH2:4][CH2:3][CH2:2]1.